This data is from Forward reaction prediction with 1.9M reactions from USPTO patents (1976-2016). The task is: Predict the product of the given reaction. (1) The product is: [C:8]([O:13][CH2:5][CH2:6][CH2:1][CH3:7])(=[O:12])[C:9]([CH3:11])=[O:10]. Given the reactants [C:1]1([CH3:7])[CH:6]=[CH:5]C=CC=1.[C:8]([OH:13])(=[O:12])[C:9]([CH3:11])=[O:10].C(O)CCC, predict the reaction product. (2) The product is: [CH3:20][C:21]1[N:22]=[CH:23][C:24]([C:27]([N:7]([CH2:8][C:9]2[C:18]3[C:13](=[CH:14][CH:15]=[CH:16][CH:17]=3)[NH:12][C:11](=[O:19])[CH:10]=2)[C:1]2[CH:2]=[CH:3][CH:4]=[CH:5][CH:6]=2)=[O:28])=[N:25][CH:26]=1. Given the reactants [C:1]1([NH:7][CH2:8][C:9]2[C:18]3[C:13](=[CH:14][CH:15]=[CH:16][CH:17]=3)[NH:12][C:11](=[O:19])[CH:10]=2)[CH:6]=[CH:5][CH:4]=[CH:3][CH:2]=1.[CH3:20][C:21]1[N:22]=[CH:23][C:24]([C:27](O)=[O:28])=[N:25][CH:26]=1, predict the reaction product. (3) Given the reactants [F:1][C:2]([F:21])([F:20])[C:3]([CH2:7][C:8]1([C:11]2[CH:16]=[CH:15][CH:14]=[C:13]([Cl:17])[C:12]=2[O:18][CH3:19])[CH2:10][CH2:9]1)([OH:6])[CH:4]=O.[NH2:22][C:23]1[CH:32]=[CH:31][CH:30]=[C:29]2[C:24]=1[CH:25]=[N:26][C:27]([CH3:33])=[N:28]2.O, predict the reaction product. The product is: [Cl:17][C:13]1[C:12]([O:18][CH3:19])=[C:11]([C:8]2([CH2:7][C:3]([C:2]([F:21])([F:1])[F:20])([OH:6])[CH:4]=[N:22][C:23]3[CH:32]=[CH:31][CH:30]=[C:29]4[C:24]=3[CH:25]=[N:26][C:27]([CH3:33])=[N:28]4)[CH2:10][CH2:9]2)[CH:16]=[CH:15][CH:14]=1. (4) Given the reactants [CH3:1][N:2]1[CH2:7][CH2:6][N:5]([CH3:8])[CH:4]([C:9]2[CH:14]=[CH:13][C:12]([N+:15]([O-])=O)=[CH:11][CH:10]=2)[C:3]1=[O:18], predict the reaction product. The product is: [NH2:15][C:12]1[CH:11]=[CH:10][C:9]([CH:4]2[N:5]([CH3:8])[CH2:6][CH2:7][N:2]([CH3:1])[C:3]2=[O:18])=[CH:14][CH:13]=1. (5) Given the reactants [N+:1]([C:4]1[CH:5]=[C:6]2[C:10](=[CH:11][CH:12]=1)[C:9](=[O:13])[NH:8][C:7]2=[O:14])([O-:3])=[O:2].C(=O)([O-])[O-].[K+].[K+].Br[CH2:22][C:23]([O:25][C:26]([CH3:29])([CH3:28])[CH3:27])=[O:24], predict the reaction product. The product is: [N+:1]([C:4]1[CH:5]=[C:6]2[C:10](=[CH:11][CH:12]=1)[C:9](=[O:13])[N:8]([CH2:22][C:23]([O:25][C:26]([CH3:29])([CH3:28])[CH3:27])=[O:24])[C:7]2=[O:14])([O-:3])=[O:2]. (6) The product is: [NH2:1][C:2]1[C:7]([C:8]#[N:9])=[C:6]([C@H:10]2[CH2:11][CH2:12][C@@H:13]([O:16][Si:17]([C:20]([CH3:22])([CH3:23])[CH3:21])([CH3:18])[CH3:19])[CH2:14][CH2:15]2)[C:5]([C:24]#[N:25])=[C:4]([S:26][CH2:8][C:7]2[CH:2]=[N:3][CH:4]=[CH:5][CH:6]=2)[N:3]=1. Given the reactants [NH2:1][C:2]1[C:7]([C:8]#[N:9])=[C:6]([CH:10]2[CH2:15][CH2:14][CH:13]([O:16][Si:17]([C:20]([CH3:23])([CH3:22])[CH3:21])([CH3:19])[CH3:18])[CH2:12][CH2:11]2)[C:5]([C:24]#[N:25])=[C:4]([SH:26])[N:3]=1.Cl.[Cl-].C(=O)(O)[O-].[Na+], predict the reaction product. (7) Given the reactants [Cl:1][C:2]1[CH:3]=[C:4]([CH3:27])[C:5]2[N:10]=[C:9]([C:11]3[N:15]([C:16]4[C:21]([Cl:22])=[CH:20][CH:19]=[CH:18][N:17]=4)[N:14]=[C:13]([S:23][CH3:24])[CH:12]=3)[O:8][C:7](=[O:25])[C:6]=2[CH:26]=1.ClCCl.[Mg].[OH2:32], predict the reaction product. The product is: [Cl:1][C:2]1[CH:3]=[C:4]([CH3:27])[C:5]2[N:10]=[C:9]([C:11]3[N:15]([C:16]4[C:21]([Cl:22])=[CH:20][CH:19]=[CH:18][N:17]=4)[N:14]=[C:13]([S:23]([CH3:24])=[O:32])[CH:12]=3)[O:8][C:7](=[O:25])[C:6]=2[CH:26]=1.